From a dataset of Peptide-MHC class II binding affinity with 134,281 pairs from IEDB. Regression. Given a peptide amino acid sequence and an MHC pseudo amino acid sequence, predict their binding affinity value. This is MHC class II binding data. (1) The peptide sequence is DTGHGTVVMQVKVSK. The MHC is HLA-DQA10501-DQB10303 with pseudo-sequence HLA-DQA10501-DQB10303. The binding affinity (normalized) is 0.203. (2) The peptide sequence is ASLIDGGNMLETIKV. The MHC is DRB1_0101 with pseudo-sequence DRB1_0101. The binding affinity (normalized) is 0.356. (3) The peptide sequence is GIFLSVAAGNEAENA. The MHC is DRB1_0301 with pseudo-sequence DRB1_0301. The binding affinity (normalized) is 0.243. (4) The peptide sequence is ATQARAAAAAFEQAH. The MHC is HLA-DQA10101-DQB10501 with pseudo-sequence HLA-DQA10101-DQB10501. The binding affinity (normalized) is 0.120. (5) The peptide sequence is GNQEGSLKTALTGAM. The MHC is HLA-DQA10601-DQB10402 with pseudo-sequence HLA-DQA10601-DQB10402. The binding affinity (normalized) is 0.302. (6) The peptide sequence is DLPTHENHGLKTRQE. The MHC is DRB5_0101 with pseudo-sequence DRB5_0101. The binding affinity (normalized) is 0.420. (7) The binding affinity (normalized) is 0.177. The MHC is DRB1_0405 with pseudo-sequence DRB1_0405. The peptide sequence is SVGLGKVLIDILAGYGAGVA. (8) The peptide sequence is YTKKEAFNVENGNAT. The MHC is DRB1_1101 with pseudo-sequence DRB1_1101. The binding affinity (normalized) is 0.129.